Predict the product of the given reaction. From a dataset of Forward reaction prediction with 1.9M reactions from USPTO patents (1976-2016). (1) Given the reactants [H-].[Na+].[N:3]1[C:8]([CH2:9][OH:10])=[CH:7][CH:6]=[CH:5][C:4]=1[CH2:11][OH:12].[C:13]([Si:17]([CH3:20])([CH3:19])Cl)([CH3:16])([CH3:15])[CH3:14], predict the reaction product. The product is: [Si:17]([O:12][CH2:11][C:4]1[CH:5]=[CH:6][CH:7]=[C:8]([CH2:9][OH:10])[N:3]=1)([C:13]([CH3:16])([CH3:15])[CH3:14])([CH3:20])[CH3:19]. (2) Given the reactants [NH:1]1[CH:5]=[C:4]([C:6]2[CH:14]=[CH:13][C:9]([C:10]([OH:12])=O)=[CH:8][CH:7]=2)[N:3]=[CH:2]1.[CH2:15]1[C:23]2[C:18](=[CH:19][CH:20]=[CH:21][CH:22]=2)[CH2:17][CH:16]1[NH:24][C:25]1[N:26]=[CH:27][C:28]2[CH2:34][NH:33][CH2:32][CH2:31][C:29]=2[N:30]=1.Cl.CN(C)CCCN=C=NCC.N1C=CC(N)=CC=1, predict the reaction product. The product is: [NH:1]1[CH:5]=[C:4]([C:6]2[CH:7]=[CH:8][C:9]([C:10]([N:33]3[CH2:32][CH2:31][C:29]4[N:30]=[C:25]([NH:24][CH:16]5[CH2:15][C:23]6[C:18](=[CH:19][CH:20]=[CH:21][CH:22]=6)[CH2:17]5)[N:26]=[CH:27][C:28]=4[CH2:34]3)=[O:12])=[CH:13][CH:14]=2)[N:3]=[CH:2]1. (3) Given the reactants C(N(CC)CC)C.[Cl:8][C:9]1[CH:14]=[CH:13][C:12]([S:15](Cl)(=[O:17])=[O:16])=[CH:11][CH:10]=1.[NH2:19][CH2:20][CH2:21][C:22]1[CH:28]=[CH:27][C:25]([NH2:26])=[CH:24][CH:23]=1, predict the reaction product. The product is: [NH2:26][C:25]1[CH:27]=[CH:28][C:22]([CH2:21][CH2:20][NH:19][S:15]([C:12]2[CH:13]=[CH:14][C:9]([Cl:8])=[CH:10][CH:11]=2)(=[O:17])=[O:16])=[CH:23][CH:24]=1. (4) The product is: [C:22]([C:21]1[CH:24]=[C:17]([C:15]2[S:16][C:12]([C:7]3[CH:8]=[CH:9][CH:10]=[C:11]4[C:6]=3[CH2:5][CH2:4][C@@H:3]4[NH:2][C:36](=[O:38])[CH3:37])=[N:13][N:14]=2)[CH:18]=[CH:19][C:20]=1[O:25][CH:26]([CH3:28])[CH3:27])#[N:23]. Given the reactants Cl.[NH2:2][C@@H:3]1[C:11]2[C:6](=[C:7]([C:12]3[S:16][C:15]([C:17]4[CH:18]=[CH:19][C:20]([O:25][CH:26]([CH3:28])[CH3:27])=[C:21]([CH:24]=4)[C:22]#[N:23])=[N:14][N:13]=3)[CH:8]=[CH:9][CH:10]=2)[CH2:5][CH2:4]1.C(N(CC)CC)C.[C:36](Cl)(=[O:38])[CH3:37], predict the reaction product. (5) The product is: [CH3:24][N:25]([CH3:30])[S:26]([N:21]1[CH2:22][CH2:23][CH:18]([NH:17][C:4]2[S:5][C:6]([C:7](=[O:8])[C:9]3[C:14]([F:15])=[CH:13][CH:12]=[CH:11][C:10]=3[F:16])=[C:2]([NH2:1])[N:3]=2)[CH2:19][CH2:20]1)(=[O:28])=[O:27]. Given the reactants [NH2:1][C:2]1[N:3]=[C:4]([NH:17][CH:18]2[CH2:23][CH2:22][NH:21][CH2:20][CH2:19]2)[S:5][C:6]=1[C:7]([C:9]1[C:14]([F:15])=[CH:13][CH:12]=[CH:11][C:10]=1[F:16])=[O:8].[CH3:24][N:25]([CH3:30])[S:26](Cl)(=[O:28])=[O:27], predict the reaction product. (6) Given the reactants [CH3:1][O:2][C:3]([C:5]1[S:6][C:7]([CH2:10][CH:11]([C:15]2[CH:20]=[CH:19][C:18]([C:21]([CH3:24])([CH3:23])[CH3:22])=[CH:17][CH:16]=2)[C:12](O)=[O:13])=[CH:8][CH:9]=1)=[O:4].C1(N=C=NC2CCCCC2)CCCCC1.[I:40][C:41]1[CH:47]=[CH:46][C:44]([NH2:45])=[CH:43][CH:42]=1, predict the reaction product. The product is: [CH3:1][O:2][C:3]([C:5]1[S:6][C:7]([CH2:10][CH:11]([C:15]2[CH:16]=[CH:17][C:18]([C:21]([CH3:24])([CH3:23])[CH3:22])=[CH:19][CH:20]=2)[C:12](=[O:13])[NH:45][C:44]2[CH:46]=[CH:47][C:41]([I:40])=[CH:42][CH:43]=2)=[CH:8][CH:9]=1)=[O:4].